From a dataset of CYP2D6 inhibition data for predicting drug metabolism from PubChem BioAssay. Regression/Classification. Given a drug SMILES string, predict its absorption, distribution, metabolism, or excretion properties. Task type varies by dataset: regression for continuous measurements (e.g., permeability, clearance, half-life) or binary classification for categorical outcomes (e.g., BBB penetration, CYP inhibition). Dataset: cyp2d6_veith. (1) The molecule is CC(=NCCN1CCN(C(=S)Nc2ccccc2)CC1)C1=C(O)CC(C)(C)CC1=O. The result is 0 (non-inhibitor). (2) The drug is CCCCNC(=O)COC(=O)c1cc(F)c(F)cc1Cl. The result is 0 (non-inhibitor). (3) The compound is CCOC(=O)c1c2c(n3ccccc13)C(=O)c1ccccc1C2=O. The result is 0 (non-inhibitor). (4) The result is 0 (non-inhibitor). The molecule is CCN(CC)C(=O)Cn1cnc([N+](=O)[O-])n1. (5) The molecule is COc1ccc(Oc2ncc3nc(-c4ccc(Cl)cc4)c(=O)n(CCC#N)c3n2)cc1. The result is 0 (non-inhibitor).